Task: Predict the product of the given reaction.. Dataset: Forward reaction prediction with 1.9M reactions from USPTO patents (1976-2016) (1) Given the reactants [Cl:1][C:2]1[S:6][C:5](/[CH:7]=[CH:8]/[S:9]([N:12]([CH3:36])[C@H:13]2[CH2:17][CH2:16][N:15]([C:18]3[CH:19]=[C:20]4[C:25](=[CH:26][CH:27]=3)[CH2:24][N:23](C(OC(C)(C)C)=O)[CH2:22][CH2:21]4)[C:14]2=[O:35])(=[O:11])=[O:10])=[CH:4][CH:3]=1, predict the reaction product. The product is: [ClH:1].[Cl:1][C:2]1[S:6][C:5](/[CH:7]=[CH:8]/[S:9]([N:12]([CH3:36])[C@H:13]2[CH2:17][CH2:16][N:15]([C:18]3[CH:19]=[C:20]4[C:25](=[CH:26][CH:27]=3)[CH2:24][NH:23][CH2:22][CH2:21]4)[C:14]2=[O:35])(=[O:10])=[O:11])=[CH:4][CH:3]=1. (2) The product is: [CH2:6]([C:10]1[N:11]=[C:12]([CH3:47])[N:13]([C:32]2[CH:33]=[CH:34][C:35]([O:36][C:37]([CH3:44])([CH3:43])[CH2:38][OH:39])=[CH:45][CH:46]=2)[C:14](=[O:31])[C:15]=1[CH2:16][C:17]1[CH:18]=[CH:19][C:20]([C:23]2[C:24]([C:29]#[N:30])=[CH:25][CH:26]=[CH:27][CH:28]=2)=[CH:21][CH:22]=1)[CH2:7][CH2:8][CH3:9]. Given the reactants [BH4-].[Na+].[Cl-].[Ca+2].[Cl-].[CH2:6]([C:10]1[N:11]=[C:12]([CH3:47])[N:13]([C:32]2[CH:46]=[CH:45][C:35]([O:36][C:37]([CH3:44])([CH3:43])[C:38](OCC)=[O:39])=[CH:34][CH:33]=2)[C:14](=[O:31])[C:15]=1[CH2:16][C:17]1[CH:22]=[CH:21][C:20]([C:23]2[CH:28]=[CH:27][CH:26]=[CH:25][C:24]=2[C:29]#[N:30])=[CH:19][CH:18]=1)[CH2:7][CH2:8][CH3:9], predict the reaction product.